This data is from Full USPTO retrosynthesis dataset with 1.9M reactions from patents (1976-2016). The task is: Predict the reactants needed to synthesize the given product. Given the product [Cl:17][C:8]1[C:9]2[CH2:13][O:12][C:11](=[O:14])[C:10]=2[CH:15]=[CH:16][C:7]=1[CH2:4][CH:5]=[O:1], predict the reactants needed to synthesize it. The reactants are: [O:1]=[O+][O-].[CH2:4]([C:7]1[CH:16]=[CH:15][C:10]2[C:11](=[O:14])[O:12][CH2:13][C:9]=2[C:8]=1[Cl:17])[CH:5]=C.CSC.